From a dataset of Forward reaction prediction with 1.9M reactions from USPTO patents (1976-2016). Predict the product of the given reaction. (1) Given the reactants [F:1][CH2:2][CH:3]([O:6][C:7]1[CH:8]=[C:9]([CH:19]=[C:20]([OH:22])[CH:21]=1)[C:10]([NH:12][C:13]1[CH:17]=[CH:16][N:15]([CH3:18])[N:14]=1)=[O:11])[CH2:4][F:5].Cl[C:24]1[N:25]=[CH:26][C:27]([C:30]([O:32][CH3:33])=[O:31])=[N:28][CH:29]=1.C(=O)([O-])[O-].[K+].[K+], predict the reaction product. The product is: [F:5][CH2:4][CH:3]([O:6][C:7]1[CH:21]=[C:20]([O:22][C:24]2[N:25]=[CH:26][C:27]([C:30]([O:32][CH3:33])=[O:31])=[N:28][CH:29]=2)[CH:19]=[C:9]([C:10]([NH:12][C:13]2[CH:17]=[CH:16][N:15]([CH3:18])[N:14]=2)=[O:11])[CH:8]=1)[CH2:2][F:1]. (2) Given the reactants [Br:1][C:2]1[CH:3]=[C:4]([CH2:9][OH:10])[CH:5]=[C:6]([F:8])[CH:7]=1.FC(F)(F)[C:13]([O-])=[O:14].[Tl+].C(O)(C(F)(F)F)=O.[Cl-].[Li+].[O-2].[Mg+2], predict the reaction product. The product is: [Br:1][C:2]1[CH:7]=[C:6]([F:8])[C:5]2[C:13](=[O:14])[O:10][CH2:9][C:4]=2[CH:3]=1. (3) Given the reactants [CH3:1][C:2]([N:6]1[CH:10]=[C:9]([N+:11]([O-:13])=[O:12])[CH:8]=[N:7]1)([CH3:5])[CH2:3][OH:4].C(N(CC)CC)C.[CH3:21][S:22](Cl)(=[O:24])=[O:23].O, predict the reaction product. The product is: [CH3:21][S:22]([O:4][CH2:3][C:2]([CH3:1])([N:6]1[CH:10]=[C:9]([N+:11]([O-:13])=[O:12])[CH:8]=[N:7]1)[CH3:5])(=[O:24])=[O:23]. (4) Given the reactants Cl.[C:2]([CH:4]([P:12](=[O:19])([O:16][CH2:17][CH3:18])[O:13][CH2:14][CH3:15])[CH2:5][C:6]1[CH:11]=[CH:10][CH:9]=[CH:8][CH:7]=1)#[N:3], predict the reaction product. The product is: [NH2:3][CH2:2][CH:4]([P:12](=[O:19])([O:13][CH2:14][CH3:15])[O:16][CH2:17][CH3:18])[CH2:5][CH:6]1[CH2:11][CH2:10][CH2:9][CH2:8][CH2:7]1. (5) The product is: [Br:18][CH2:19][CH2:20][CH2:21][CH2:22][N:9]1[C:10]2[CH:15]=[CH:14][CH:13]=[CH:12][C:11]=2[N:7]([C:1]2[CH:2]=[CH:3][CH:4]=[CH:5][CH:6]=2)[S:8]1(=[O:16])=[O:17]. Given the reactants [C:1]1([N:7]2[C:11]3[CH:12]=[CH:13][CH:14]=[CH:15][C:10]=3[NH:9][S:8]2(=[O:17])=[O:16])[CH:6]=[CH:5][CH:4]=[CH:3][CH:2]=1.[Br:18][CH2:19][CH2:20][CH2:21][CH2:22]Br.C(=O)([O-])[O-].[Cs+].[Cs+], predict the reaction product. (6) Given the reactants [Cl:1][C:2]1[CH:7]=[CH:6][C:5]([C:8]2[CH:13]=[CH:12][CH:11]=[C:10]([CH2:14][O:15][C:16]3[CH:17]=[C:18]4[C:22](=[CH:23][CH:24]=3)[CH:21]([CH2:25][C:26]([O:28][CH3:29])=[O:27])[NH:20][C:19]4=[O:30])[CH:9]=2)=[C:4]([CH3:31])[CH:3]=1.CI.[C:34]([O-])([O-])=O.[Cs+].[Cs+], predict the reaction product. The product is: [Cl:1][C:2]1[CH:7]=[CH:6][C:5]([C:8]2[CH:13]=[CH:12][CH:11]=[C:10]([CH2:14][O:15][C:16]3[CH:17]=[C:18]4[C:22](=[CH:23][CH:24]=3)[CH:21]([CH2:25][C:26]([O:28][CH3:29])=[O:27])[N:20]([CH3:34])[C:19]4=[O:30])[CH:9]=2)=[C:4]([CH3:31])[CH:3]=1. (7) Given the reactants C[Si]([N-][Si](C)(C)C)(C)C.[Li+].[CH3:11][C:12]1([C:15](=[O:17])[CH3:16])[CH2:14][CH2:13]1.[N:18]([CH:21]1[CH:28]2[CH2:29][C:24]3([O:31][CH2:32][C:33]4[CH:38]=[CH:37][CH:36]=[CH:35][CH:34]=4)[CH2:25][CH:26]([CH2:30][CH:22]1[CH2:23]3)[CH2:27]2)=[C:19]=[O:20].[NH4+].[Cl-], predict the reaction product. The product is: [CH3:11][C:12]1([C:15](=[O:17])[CH2:16][C:19]([NH:18][CH:21]2[CH:22]3[CH2:30][CH:26]4[CH2:25][C:24]([O:31][CH2:32][C:33]5[CH:34]=[CH:35][CH:36]=[CH:37][CH:38]=5)([CH2:29][CH:28]2[CH2:27]4)[CH2:23]3)=[O:20])[CH2:14][CH2:13]1.